This data is from Full USPTO retrosynthesis dataset with 1.9M reactions from patents (1976-2016). The task is: Predict the reactants needed to synthesize the given product. (1) Given the product [O:18]=[C:10]1[C:11]2[C:16](=[CH:15][CH:14]=[CH:13][N:12]=2)[N:2]([CH2:19][C:37]2[CH:38]=[CH:39][CH:40]=[CH:41][C:36]=2[C:32]2[CH:33]=[CH:34][CH:35]=[C:30]([C:29]([F:28])([F:45])[F:44])[CH:31]=2)[CH:3]=[C:4]1[C:5]([O:7][CH2:8][CH3:9])=[O:6], predict the reactants needed to synthesize it. The reactants are: C[N:2]([CH3:19])/[CH:3]=[C:4](/[C:10](=[O:18])[C:11]1[C:16](F)=[CH:15][CH:14]=[CH:13][N:12]=1)\[C:5]([O:7][CH2:8][CH3:9])=[O:6].P([O-])([O-])([O-])=O.[K+].[K+].[K+].[F:28][C:29]([F:45])([F:44])[C:30]1[CH:31]=[C:32]([C:36]2[CH:41]=[CH:40][CH:39]=[CH:38][C:37]=2CN)[CH:33]=[CH:34][CH:35]=1.O. (2) The reactants are: [NH2:1][C:2]1[CH:9]=[C:8]([O:10][CH3:11])[C:7]([O:12][CH2:13][CH2:14][O:15][CH2:16][CH2:17][O:18][CH3:19])=[CH:6][C:3]=1[CH:4]=O.[C:20](OC)(=[O:26])[CH2:21][C:22]([O:24][CH3:25])=[O:23].N1CCCCC1.C(O)(=O)C. Given the product [CH3:25][O:24][C:22]([C:21]1[C:20](=[O:26])[NH:1][C:2]2[C:3]([CH:4]=1)=[CH:6][C:7]([O:12][CH2:13][CH2:14][O:15][CH2:16][CH2:17][O:18][CH3:19])=[C:8]([O:10][CH3:11])[CH:9]=2)=[O:23], predict the reactants needed to synthesize it. (3) Given the product [CH2:1]([O:3][C:4]([C:6]1[O:7][C:8]2[CH:14]=[C:13]([OH:15])[CH:12]=[CH:11][C:9]=2[CH:10]=1)=[O:5])[CH3:2], predict the reactants needed to synthesize it. The reactants are: [CH2:1]([O:3][C:4]([C:6]1[O:7][C:8]2[CH:14]=[C:13]([O:15]CC3C=CC=CC=3)[CH:12]=[CH:11][C:9]=2[CH:10]=1)=[O:5])[CH3:2]. (4) Given the product [F:21][C:22]1[CH:27]=[CH:26][C:25]([C:28]2[N:31]=[C:13]([CH:12]([N:8]3[C:9]4[C:5](=[C:4]([C:17]([F:20])([F:19])[F:18])[C:3]([C:1]#[N:2])=[CH:11][CH:10]=4)[CH:6]=[CH:7]3)[CH3:16])[O:15][N:29]=2)=[CH:24][CH:23]=1, predict the reactants needed to synthesize it. The reactants are: [C:1]([C:3]1[C:4]([C:17]([F:20])([F:19])[F:18])=[C:5]2[C:9](=[CH:10][CH:11]=1)[N:8]([CH:12]([CH3:16])[C:13]([OH:15])=O)[CH:7]=[CH:6]2)#[N:2].[F:21][C:22]1[CH:27]=[CH:26][C:25]([C:28](=[NH:31])[NH:29]O)=[CH:24][CH:23]=1. (5) Given the product [CH3:1][S:2]([N:5]1[CH2:14][CH2:13][C:12]2[C:7](=[CH:8][CH:9]=[CH:10][C:11]=2[O:15][CH2:21][CH2:22][CH:23]2[CH2:24][CH2:25][N:26]([C:29]([O:31][C:32]([CH3:33])([CH3:35])[CH3:34])=[O:30])[CH2:27][CH2:28]2)[CH2:6]1)(=[O:4])=[O:3], predict the reactants needed to synthesize it. The reactants are: [CH3:1][S:2]([N:5]1[CH2:14][CH2:13][C:12]2[C:11]([OH:15])=[CH:10][CH:9]=[CH:8][C:7]=2[CH2:6]1)(=[O:4])=[O:3].CS(O[CH2:21][CH2:22][CH:23]1[CH2:28][CH2:27][N:26]([C:29]([O:31][C:32]([CH3:35])([CH3:34])[CH3:33])=[O:30])[CH2:25][CH2:24]1)(=O)=O.